Dataset: Full USPTO retrosynthesis dataset with 1.9M reactions from patents (1976-2016). Task: Predict the reactants needed to synthesize the given product. (1) Given the product [C:28]1([S:34]([OH:37])(=[O:36])=[O:35])[CH:33]=[CH:32][CH:31]=[CH:30][CH:29]=1.[CH3:1][C:2]1([C:17]2[CH:18]=[C:19]([NH:23][S:24]([CH3:27])(=[O:26])=[O:25])[CH:20]=[CH:21][CH:22]=2)[CH:7]2[CH:3]1[CH2:4][N:5]([CH2:8][CH2:9][CH2:10][C:11]1[CH:16]=[CH:15][CH:14]=[CH:13][CH:12]=1)[CH2:6]2, predict the reactants needed to synthesize it. The reactants are: [CH3:1][C:2]1([C:17]2[CH:18]=[C:19]([NH:23][S:24]([CH3:27])(=[O:26])=[O:25])[CH:20]=[CH:21][CH:22]=2)[CH:7]2[CH:3]1[CH2:4][N:5]([CH2:8][CH2:9][CH2:10][C:11]1[CH:16]=[CH:15][CH:14]=[CH:13][CH:12]=1)[CH2:6]2.[C:28]1([S:34]([OH:37])(=[O:36])=[O:35])[CH:33]=[CH:32][CH:31]=[CH:30][CH:29]=1. (2) Given the product [Cl:52][CH2:51]/[CH:33]=[CH:31]/[C:32]([N:37]1[CH2:38][CH2:39][N:34]([C:40]2[C:49]3[C:44](=[CH:45][CH:46]=[CH:47][CH:48]=3)[N:43]=[CH:42][CH:41]=2)[CH2:35][CH2:36]1)=[O:8].[Cl:52][CH2:51]/[CH:26]=[CH:25]\[C:27]([N:37]1[CH2:38][CH2:39][N:34]([C:40]2[C:49]3[C:44](=[CH:45][CH:46]=[CH:47][CH:48]=3)[N:43]=[CH:42][CH:41]=2)[CH2:35][CH2:36]1)=[O:8], predict the reactants needed to synthesize it. The reactants are: CN(C([O:8]N1N=NC2C=CC=NC1=2)=[N+](C)C)C.F[P-](F)(F)(F)(F)F.[CH:25](N([CH:31]([CH3:33])[CH3:32])CC)([CH3:27])[CH3:26].[N:34]1([C:40]2[C:49]3[C:44](=[CH:45][CH:46]=[CH:47][CH:48]=3)[N:43]=[CH:42][CH:41]=2)[CH2:39][CH2:38][NH:37][CH2:36][CH2:35]1.Cl[CH2:51][Cl:52]. (3) Given the product [Cl:1][C:2]1[CH:3]=[CH:4][C:5]([CH:8]([O:14][CH2:24][C:25]2[CH:32]=[CH:31][C:28]([CH3:29])=[CH:27][CH:26]=2)[CH2:9][CH2:10][N:11]([CH3:13])[CH3:12])=[CH:6][CH:7]=1, predict the reactants needed to synthesize it. The reactants are: [Cl:1][C:2]1[CH:7]=[CH:6][C:5]([CH:8]([OH:14])[CH2:9][CH2:10][N:11]([CH3:13])[CH3:12])=[CH:4][CH:3]=1.CCN(C(C)C)C(C)C.[CH3:24][C:25]1[CH:32]=[CH:31][C:28]([CH2:29]Br)=[CH:27][CH:26]=1. (4) The reactants are: [Br:1][C:2]1[CH:3]=[N:4][C:5]([F:11])=[C:6]([CH:10]=1)[C:7]([OH:9])=O.CCN(C(C)C)C(C)C.CN(C(ON1N=[N:36][C:31]2[CH:32]=C[CH:34]=[CH:35][C:30]1=2)=[N+](C)C)C.[B-](F)(F)(F)F.Cl.C12(N)CC(C1)C2. Given the product [C:31]12([NH:36][C:7](=[O:9])[C:6]3[CH:10]=[C:2]([Br:1])[CH:3]=[N:4][C:5]=3[F:11])[CH2:30][CH:35]([CH2:32]1)[CH2:34]2, predict the reactants needed to synthesize it. (5) Given the product [Cl:9][C:3]1[C:4]([Cl:8])=[CH:5][CH:6]=[CH:7][C:2]=1[N:10]1[CH2:15][CH2:14][N:13]([C:38]([O:37][C:34]([CH3:36])([CH3:35])[CH3:33])=[O:39])[CH2:12][CH2:11]1, predict the reactants needed to synthesize it. The reactants are: Br[C:2]1[CH:7]=[CH:6][CH:5]=[C:4]([Cl:8])[C:3]=1[Cl:9].[NH:10]1[CH2:15][CH2:14][NH:13][CH2:12][CH2:11]1.C1CCN2C(=NCCC2)CC1.CC([O-])(C)C.[Na+].[CH3:33][C:34]([O:37][C:38](O[C:38]([O:37][C:34]([CH3:36])([CH3:35])[CH3:33])=[O:39])=[O:39])([CH3:36])[CH3:35]. (6) Given the product [C:18]([O:22][C:23](=[O:33])[NH:24][C:25]1[CH:30]=[CH:29][CH:28]=[C:27]([N:31]([S:14]([C:10]2[CH:9]=[C:8]([C:5]3[CH:6]=[CH:7][C:2]([F:1])=[CH:3][CH:4]=3)[CH:13]=[CH:12][CH:11]=2)(=[O:16])=[O:15])[CH3:32])[CH:26]=1)([CH3:21])([CH3:20])[CH3:19], predict the reactants needed to synthesize it. The reactants are: [F:1][C:2]1[CH:7]=[CH:6][C:5]([C:8]2[CH:13]=[CH:12][CH:11]=[C:10]([S:14](Cl)(=[O:16])=[O:15])[CH:9]=2)=[CH:4][CH:3]=1.[C:18]([O:22][C:23](=[O:33])[NH:24][C:25]1[CH:30]=[CH:29][CH:28]=[C:27]([NH:31][CH3:32])[CH:26]=1)([CH3:21])([CH3:20])[CH3:19]. (7) Given the product [O:20]=[C:13]1[C:14]2([CH2:15][CH2:16][S:17][CH2:18][CH2:19]2)[C:8]2[C:9](=[CH:10][CH:11]=[CH:6][CH:7]=2)[N:12]1[CH2:21][C:22]([OH:24])=[O:23], predict the reactants needed to synthesize it. The reactants are: C([Mg]Br)C.Br[C:6]1[CH:7]=[C:8]2[C:14]3([CH2:19][CH2:18][S:17][CH2:16][CH2:15]3)[C:13](=[O:20])[N:12]([CH2:21][C:22]([O-:24])=[O:23])[C:9]2=[CH:10][CH:11]=1.[Na+].C([Li])(C)(C)C. (8) Given the product [CH3:9][CH:10]([CH3:29])[CH2:11][C:12]1[CH:13]=[CH:14][C:15]([CH:18]([CH3:28])[C:19]([O:21][CH2:22][CH2:23][CH2:24][C:25]([O:27][C:4]2([N:7]=[O:8])[CH2:5][CH2:6][O:1][CH2:2][CH2:3]2)=[O:26])=[O:20])=[CH:16][CH:17]=1, predict the reactants needed to synthesize it. The reactants are: [O:1]1[CH2:6][CH2:5][C:4](=[N:7][OH:8])[CH2:3][CH2:2]1.[CH3:9][CH:10]([CH3:29])[CH2:11][C:12]1[CH:17]=[CH:16][C:15]([CH:18]([CH3:28])[C:19]([O:21][CH2:22][CH2:23][CH2:24][C:25]([O-:27])=[O:26])=[O:20])=[CH:14][CH:13]=1.IC1C=CC=CC=1.